Task: Predict the reactants needed to synthesize the given product.. Dataset: Full USPTO retrosynthesis dataset with 1.9M reactions from patents (1976-2016) (1) Given the product [N+:21]([C:17]1[CH:16]=[C:15]([C:7]2[C:8]3[C:9](=[N:10][CH:11]=[N:12][C:13]=3[NH2:14])[NH:5][N:6]=2)[CH:20]=[CH:19][CH:18]=1)([O-:23])=[O:22], predict the reactants needed to synthesize it. The reactants are: C([N:5]1[C:9]2=[N:10][CH:11]=[N:12][C:13]([NH2:14])=[C:8]2[C:7]([C:15]2[CH:20]=[CH:19][CH:18]=[C:17]([N+:21]([O-:23])=[O:22])[CH:16]=2)=[N:6]1)(C)(C)C. (2) The reactants are: C1CO[C:8]23OCC[O:12][C:3]2([C@:4]2([CH2:27][CH2:26][C@H:25]4[C@@H:15]([CH2:16][C:17](=[C:28]([F:30])[F:29])[CH:18]5[C@:23]4([CH3:24])[CH2:22][CH2:21][CH2:20][CH2:19]5)[C@@H:6]2[CH2:7]3)[CH3:5])O1.C([C@@H]1C2[C@](C)(CCC(=[O:51])C2)[C@@H]2[C@H]([C@H]3[C@@](CC2)(C)C(=O)CC3)C1)#N. Given the product [F:29][C:28]([F:30])=[C:17]1[CH:18]2[C@:23]([CH3:24])([CH2:22][CH2:21][C:20](=[O:51])[CH2:19]2)[C@@H:25]2[C@H:15]([C@H:6]3[C@@:4]([CH2:27][CH2:26]2)([CH3:5])[C:3](=[O:12])[CH2:8][CH2:7]3)[CH2:16]1, predict the reactants needed to synthesize it. (3) The reactants are: [NH:1]1[CH2:5][CH2:4][CH:3]([CH2:6][CH2:7][CH2:8][OH:9])[CH2:2]1.C([O-])([O-])=O.[K+].[K+].[C:16](O[C:16]([O:18][C:19]([CH3:22])([CH3:21])[CH3:20])=[O:17])([O:18][C:19]([CH3:22])([CH3:21])[CH3:20])=[O:17].[NH4+].[Cl-]. Given the product [C:19]([O:18][C:16]([N:1]1[CH2:5][CH2:4][CH:3]([CH2:6][CH2:7][CH2:8][OH:9])[CH2:2]1)=[O:17])([CH3:22])([CH3:21])[CH3:20], predict the reactants needed to synthesize it.